From a dataset of NCI-60 drug combinations with 297,098 pairs across 59 cell lines. Regression. Given two drug SMILES strings and cell line genomic features, predict the synergy score measuring deviation from expected non-interaction effect. (1) Drug 1: CCCS(=O)(=O)NC1=C(C(=C(C=C1)F)C(=O)C2=CNC3=C2C=C(C=N3)C4=CC=C(C=C4)Cl)F. Drug 2: CS(=O)(=O)C1=CC(=C(C=C1)C(=O)NC2=CC(=C(C=C2)Cl)C3=CC=CC=N3)Cl. Cell line: CCRF-CEM. Synergy scores: CSS=10.6, Synergy_ZIP=1.02, Synergy_Bliss=7.23, Synergy_Loewe=3.39, Synergy_HSA=3.94. (2) Synergy scores: CSS=50.5, Synergy_ZIP=4.13, Synergy_Bliss=5.89, Synergy_Loewe=-14.0, Synergy_HSA=1.57. Drug 1: CC1C(C(CC(O1)OC2CC(OC(C2O)C)OC3=CC4=CC5=C(C(=O)C(C(C5)C(C(=O)C(C(C)O)O)OC)OC6CC(C(C(O6)C)O)OC7CC(C(C(O7)C)O)OC8CC(C(C(O8)C)O)(C)O)C(=C4C(=C3C)O)O)O)O. Drug 2: N.N.Cl[Pt+2]Cl. Cell line: EKVX.